Predict the reactants needed to synthesize the given product. From a dataset of Full USPTO retrosynthesis dataset with 1.9M reactions from patents (1976-2016). (1) The reactants are: [C:1]([CH2:3][C:4](=O)[CH2:5][CH:6]1[CH2:11][CH2:10][N:9]([C:12]([O:14][C:15]([CH3:18])([CH3:17])[CH3:16])=[O:13])[CH2:8][CH2:7]1)#[N:2].[NH:20]1[C:24]([NH2:25])=[CH:23][CH:22]=[N:21]1. Given the product [NH2:2][C:1]1[N:20]2[N:21]=[CH:22][CH:23]=[C:24]2[N:25]=[C:4]([CH2:5][CH:6]2[CH2:11][CH2:10][N:9]([C:12]([O:14][C:15]([CH3:18])([CH3:17])[CH3:16])=[O:13])[CH2:8][CH2:7]2)[CH:3]=1, predict the reactants needed to synthesize it. (2) Given the product [CH3:24][C:21]1([CH3:25])[CH2:22][CH2:23][C:18]([C:4]2[CH:3]=[C:2]([C:28]3([OH:34])[CH2:27][CH:26]4[O:33][CH:30]([CH2:31][CH2:32]4)[CH2:29]3)[CH:7]=[CH:6][C:5]=2[NH:8][C:9]([C:11]2[NH:12][CH:13]=[C:14]([C:16]#[N:17])[N:15]=2)=[O:10])=[CH:19][CH2:20]1, predict the reactants needed to synthesize it. The reactants are: Br[C:2]1[CH:7]=[CH:6][C:5]([NH:8][C:9]([C:11]2[NH:12][CH:13]=[C:14]([C:16]#[N:17])[N:15]=2)=[O:10])=[C:4]([C:18]2[CH2:23][CH2:22][C:21]([CH3:25])([CH3:24])[CH2:20][CH:19]=2)[CH:3]=1.[CH:26]12[O:33][CH:30]([CH2:31][CH2:32]1)[CH2:29][C:28](=[O:34])[CH2:27]2. (3) The reactants are: [CH2:1]([O:4][C:5]1[CH:14]=[CH:13][C:8]2[N:9]=[C:10]([NH2:12])[S:11][C:7]=2[CH:6]=1)[C:2]#[CH:3].[CH3:15][O:16][C:17]1[CH:33]=[CH:32][C:20]([C:21]([C:23]2[CH:31]=[CH:30][C:26]([C:27](O)=[O:28])=[CH:25][CH:24]=2)=[O:22])=[CH:19][CH:18]=1.CN(C(ON1N=NC2C=CC=CC1=2)=[N+](C)C)C.[B-](F)(F)(F)F.C(N(CC)CC)C. Given the product [CH3:15][O:16][C:17]1[CH:33]=[CH:32][C:20]([C:21]([C:23]2[CH:31]=[CH:30][C:26]([C:27]([NH:12][C:10]3[S:11][C:7]4[CH:6]=[C:5]([O:4][CH2:1][C:2]#[CH:3])[CH:14]=[CH:13][C:8]=4[N:9]=3)=[O:28])=[CH:25][CH:24]=2)=[O:22])=[CH:19][CH:18]=1, predict the reactants needed to synthesize it. (4) The reactants are: BrC1C=CC(S([O:11][C:12]2[CH:17]=[C:16]([CH3:18])[N:15]([CH2:19][C:20]3[CH:25]=[CH:24][CH:23]=[CH:22][CH:21]=3)[C:14](=[O:26])[CH:13]=2)(=O)=O)=CC=1.[Cl:27][C:28]1[CH:29]=[C:30]([CH:33]=[CH:34][CH:35]=1)[CH2:31]O.[OH-].[Na+].Cl. Given the product [CH2:19]([N:15]1[C:16]([CH3:18])=[CH:17][C:12]([O:11][CH2:31][C:30]2[CH:33]=[CH:34][CH:35]=[C:28]([Cl:27])[CH:29]=2)=[CH:13][C:14]1=[O:26])[C:20]1[CH:21]=[CH:22][CH:23]=[CH:24][CH:25]=1, predict the reactants needed to synthesize it. (5) Given the product [ClH:32].[CH:1]([C:5]1[C:6]2[C:10]([CH:11]=[CH:12][CH:13]=1)=[N:9][N:8]1[C:14]([CH:19]3[CH2:20][CH2:21][NH:22][CH2:23][CH2:24]3)=[CH:15][C:16](=[O:18])[NH:17][C:7]=21)([CH2:3][CH3:4])[CH3:2], predict the reactants needed to synthesize it. The reactants are: [CH:1]([C:5]1[C:6]2[C:10]([CH:11]=[CH:12][CH:13]=1)=[N:9][N:8]1[C:14]([CH:19]3[CH2:24][CH2:23][N:22](C(OC(C)(C)C)=O)[CH2:21][CH2:20]3)=[CH:15][C:16](=[O:18])[NH:17][C:7]=21)([CH2:3][CH3:4])[CH3:2].[ClH:32].